From a dataset of NCI-60 drug combinations with 297,098 pairs across 59 cell lines. Regression. Given two drug SMILES strings and cell line genomic features, predict the synergy score measuring deviation from expected non-interaction effect. (1) Drug 1: CC1C(C(CC(O1)OC2CC(OC(C2O)C)OC3=CC4=CC5=C(C(=O)C(C(C5)C(C(=O)C(C(C)O)O)OC)OC6CC(C(C(O6)C)O)OC7CC(C(C(O7)C)O)OC8CC(C(C(O8)C)O)(C)O)C(=C4C(=C3C)O)O)O)O. Drug 2: CCCCC(=O)OCC(=O)C1(CC(C2=C(C1)C(=C3C(=C2O)C(=O)C4=C(C3=O)C=CC=C4OC)O)OC5CC(C(C(O5)C)O)NC(=O)C(F)(F)F)O. Cell line: SR. Synergy scores: CSS=88.2, Synergy_ZIP=-0.330, Synergy_Bliss=-1.41, Synergy_Loewe=-2.37, Synergy_HSA=-0.0146. (2) Drug 1: CC1=CC2C(CCC3(C2CCC3(C(=O)C)OC(=O)C)C)C4(C1=CC(=O)CC4)C. Drug 2: C(=O)(N)NO. Cell line: MDA-MB-231. Synergy scores: CSS=-1.94, Synergy_ZIP=2.64, Synergy_Bliss=-0.167, Synergy_Loewe=-12.9, Synergy_HSA=-10.8. (3) Drug 1: CC=C1C(=O)NC(C(=O)OC2CC(=O)NC(C(=O)NC(CSSCCC=C2)C(=O)N1)C(C)C)C(C)C. Drug 2: N.N.Cl[Pt+2]Cl. Cell line: SK-MEL-28. Synergy scores: CSS=68.0, Synergy_ZIP=1.30, Synergy_Bliss=-0.736, Synergy_Loewe=-9.22, Synergy_HSA=3.31. (4) Drug 1: CS(=O)(=O)C1=CC(=C(C=C1)C(=O)NC2=CC(=C(C=C2)Cl)C3=CC=CC=N3)Cl. Synergy scores: CSS=0.560, Synergy_ZIP=7.03, Synergy_Bliss=5.48, Synergy_Loewe=-10.4, Synergy_HSA=-6.20. Cell line: HCC-2998. Drug 2: CC1=C(C=C(C=C1)NC2=NC=CC(=N2)N(C)C3=CC4=NN(C(=C4C=C3)C)C)S(=O)(=O)N.Cl. (5) Drug 1: CN(C)N=NC1=C(NC=N1)C(=O)N. Drug 2: CC12CCC3C(C1CCC2O)C(CC4=C3C=CC(=C4)O)CCCCCCCCCS(=O)CCCC(C(F)(F)F)(F)F. Cell line: U251. Synergy scores: CSS=2.81, Synergy_ZIP=-3.77, Synergy_Bliss=-3.80, Synergy_Loewe=-4.27, Synergy_HSA=-3.35. (6) Drug 1: C1=NC(=NC(=O)N1C2C(C(C(O2)CO)O)O)N. Drug 2: C1C(C(OC1N2C=NC(=NC2=O)N)CO)O. Cell line: HOP-92. Synergy scores: CSS=11.3, Synergy_ZIP=-4.26, Synergy_Bliss=-1.25, Synergy_Loewe=-4.44, Synergy_HSA=-1.86. (7) Drug 1: CCCS(=O)(=O)NC1=C(C(=C(C=C1)F)C(=O)C2=CNC3=C2C=C(C=N3)C4=CC=C(C=C4)Cl)F. Drug 2: CC1=C(C(=CC=C1)Cl)NC(=O)C2=CN=C(S2)NC3=CC(=NC(=N3)C)N4CCN(CC4)CCO. Cell line: OVCAR-8. Synergy scores: CSS=3.65, Synergy_ZIP=2.82, Synergy_Bliss=3.09, Synergy_Loewe=-3.66, Synergy_HSA=0.896. (8) Drug 1: CC=C1C(=O)NC(C(=O)OC2CC(=O)NC(C(=O)NC(CSSCCC=C2)C(=O)N1)C(C)C)C(C)C. Drug 2: CC1=C(N=C(N=C1N)C(CC(=O)N)NCC(C(=O)N)N)C(=O)NC(C(C2=CN=CN2)OC3C(C(C(C(O3)CO)O)O)OC4C(C(C(C(O4)CO)O)OC(=O)N)O)C(=O)NC(C)C(C(C)C(=O)NC(C(C)O)C(=O)NCCC5=NC(=CS5)C6=NC(=CS6)C(=O)NCCC[S+](C)C)O. Cell line: HCT116. Synergy scores: CSS=63.1, Synergy_ZIP=5.48, Synergy_Bliss=6.89, Synergy_Loewe=0.284, Synergy_HSA=0.864.